The task is: Predict the reactants needed to synthesize the given product.. This data is from Full USPTO retrosynthesis dataset with 1.9M reactions from patents (1976-2016). (1) Given the product [CH2:1]([O:3][C:4]([C@H:6]1[C@H:7]([C:15]2[CH:16]=[C:17]([CH3:22])[CH:18]=[CH:19][CH:20]=2)[C@H:8]1[C:9]1[CH:14]=[CH:13][CH:12]=[CH:11][CH:10]=1)=[O:5])[CH3:2], predict the reactants needed to synthesize it. The reactants are: [CH2:1]([O:3][C:4]([C@@H:6]1[C@H:8]([C:9]2[CH:14]=[CH:13][CH:12]=[CH:11][CH:10]=2)[C@H:7]1[C:15]1[CH:20]=[CH:19][CH:18]=[C:17](Br)[CH:16]=1)=[O:5])[CH3:2].[CH3:22]B1OB(C)OB(C)O1.C(=O)([O-])[O-].[Cs+].[Cs+]. (2) Given the product [Cl:29][C:30]1[CH:31]=[N:32][C:33]([O:39][CH2:40][CH2:41][O:42][CH3:43])=[C:34]([CH:38]=1)[C:35]([NH:1][CH:2]1[C:8](=[O:9])[NH:7][C:6]2[CH:10]=[CH:11][CH:12]=[CH:13][C:5]=2[C:4]([C:14]2[C:19]([CH2:20][N:21]3[CH2:22][CH2:23][O:24][CH2:25][CH2:26]3)=[CH:18][C:17]([Cl:27])=[CH:16][C:15]=2[Cl:28])=[N:3]1)=[O:36], predict the reactants needed to synthesize it. The reactants are: [NH2:1][CH:2]1[C:8](=[O:9])[NH:7][C:6]2[CH:10]=[CH:11][CH:12]=[CH:13][C:5]=2[C:4]([C:14]2[C:19]([CH2:20][N:21]3[CH2:26][CH2:25][O:24][CH2:23][CH2:22]3)=[CH:18][C:17]([Cl:27])=[CH:16][C:15]=2[Cl:28])=[N:3]1.[Cl:29][C:30]1[CH:31]=[N:32][C:33]([O:39][CH2:40][CH2:41][O:42][CH3:43])=[C:34]([CH:38]=1)[C:35](O)=[O:36]. (3) Given the product [CH2:6]([O:8][C:9]([CH:11]([CH2:12][CH:13]=[O:16])[CH2:15][CH:14]=[O:2])=[O:10])[CH3:7], predict the reactants needed to synthesize it. The reactants are: I(O)(=O)(=O)=[O:2].[CH2:6]([O:8][C:9]([CH:11]1[CH2:15][CH:14]2[O:16][CH:13]2[CH2:12]1)=[O:10])[CH3:7].